Dataset: Reaction yield outcomes from USPTO patents with 853,638 reactions. Task: Predict the reaction yield, written as a fraction of the theoretical maximum amount of product (1.0 means a 100% yield; for example, 0.34 means a 34% yield). (1) The reactants are C([O:5][C:6]([CH:8]1[CH:12]([C:13]2[S:14][CH:15]=[C:16]([Br:18])[CH:17]=2)[C:11]([C:21]2[CH:26]=[CH:25][C:24]([Cl:27])=[CH:23][C:22]=2[F:28])([C:19]#[N:20])[CH:10]([CH2:29][C:30]([CH3:33])([CH3:32])[CH3:31])[NH:9]1)=[O:7])(C)(C)C.[F:34][C:35]([F:40])([F:39])[C:36]([OH:38])=[O:37]. The catalyst is ClCCl. The product is [F:34][C:35]([F:40])([F:39])[C:36]([OH:38])=[O:37].[Br:18][C:16]1[CH:17]=[C:13]([CH:12]2[C:11]([C:21]3[CH:26]=[CH:25][C:24]([Cl:27])=[CH:23][C:22]=3[F:28])([C:19]#[N:20])[CH:10]([CH2:29][C:30]([CH3:31])([CH3:32])[CH3:33])[NH:9][CH:8]2[C:6]([OH:7])=[O:5])[S:14][CH:15]=1. The yield is 0.920. (2) The reactants are C1(P(C2C=CC=CC=2)C2C=CC=CC=2)C=CC=CC=1.[C:20]([Br:24])(Br)(Br)Br.OC[CH2:27][CH2:28][NH:29][C:30]1[CH:39]=[C:38]2[C:33]([CH:34]=[C:35]([C:41]3[CH:46]=[CH:45][CH:44]=[CH:43][C:42]=3[C:47]([F:50])([F:49])[F:48])[NH:36][C:37]2=[O:40])=[CH:32][CH:31]=1. The catalyst is C(Cl)Cl. The product is [Br:24][CH2:20][CH2:27][CH2:28][NH:29][C:30]1[CH:39]=[C:38]2[C:33]([CH:34]=[C:35]([C:41]3[CH:46]=[CH:45][CH:44]=[CH:43][C:42]=3[C:47]([F:50])([F:48])[F:49])[NH:36][C:37]2=[O:40])=[CH:32][CH:31]=1. The yield is 0.420. (3) The reactants are [Si]([O:8][CH2:9][CH2:10][CH2:11][NH:12][C:13]([C:15]1[S:16][C:17]([S:23][C:24]2[C:29]([Cl:30])=[CH:28][N:27]=[CH:26][C:25]=2[Cl:31])=[C:18]([N+:20]([O-:22])=[O:21])[CH:19]=1)=[O:14])(C(C)(C)C)(C)C.Cl. The catalyst is CCOCC.O. The product is [Cl:30][C:29]1[CH:28]=[N:27][CH:26]=[C:25]([Cl:31])[C:24]=1[S:23][C:17]1[S:16][C:15]([C:13]([NH:12][CH2:11][CH2:10][CH2:9][OH:8])=[O:14])=[CH:19][C:18]=1[N+:20]([O-:22])=[O:21]. The yield is 0.370. (4) The reactants are [Br:1][C:2]1[C:3]([OH:12])=[CH:4][C:5]([OH:11])=[C:6]([CH:10]=1)[C:7]([OH:9])=O.Cl.CN(C)CCCN=C=NCC.C1C=CC2N(O)N=NC=2C=1.[CH2:35]1[C:43]2[C:38](=[CH:39][CH:40]=[CH:41][CH:42]=2)[CH2:37][NH:36]1. The catalyst is CN(C=O)C. The product is [Br:1][C:2]1[C:3]([OH:12])=[CH:4][C:5]([OH:11])=[C:6]([C:7]([N:36]2[CH2:37][C:38]3[C:43](=[CH:42][CH:41]=[CH:40][CH:39]=3)[CH2:35]2)=[O:9])[CH:10]=1. The yield is 0.440. (5) The reactants are [CH:1]1([C:4]2[CH:8]=[C:7]([CH2:9][NH:10][C:11]([C:13]3[C:14](=[O:31])[N:15]([C:21]4[CH:26]=[CH:25][CH:24]=[C:23]([C:27]([F:30])([F:29])[F:28])[CH:22]=4)[C:16]([CH3:20])=[C:17](I)[CH:18]=3)=[O:12])[O:6][N:5]=2)[CH2:3][CH2:2]1.[C:32]([O:36][CH3:37])(=[O:35])[CH:33]=[CH2:34].C(N(CC)CC)C. The catalyst is CC#N.C1C=CC([P]([Pd]([P](C2C=CC=CC=2)(C2C=CC=CC=2)C2C=CC=CC=2)([P](C2C=CC=CC=2)(C2C=CC=CC=2)C2C=CC=CC=2)[P](C2C=CC=CC=2)(C2C=CC=CC=2)C2C=CC=CC=2)(C2C=CC=CC=2)C2C=CC=CC=2)=CC=1. The product is [CH3:37][O:36][C:32](=[O:35])[CH:33]=[CH:34][C:17]1[CH:18]=[C:13]([C:11](=[O:12])[NH:10][CH2:9][C:7]2[O:6][N:5]=[C:4]([CH:1]3[CH2:3][CH2:2]3)[CH:8]=2)[C:14](=[O:31])[N:15]([C:21]2[CH:26]=[CH:25][CH:24]=[C:23]([C:27]([F:30])([F:29])[F:28])[CH:22]=2)[C:16]=1[CH3:20]. The yield is 0.750.